Dataset: Reaction yield outcomes from USPTO patents with 853,638 reactions. Task: Predict the reaction yield, written as a fraction of the theoretical maximum amount of product (1.0 means a 100% yield; for example, 0.34 means a 34% yield). (1) The reactants are C(=O)(O)[O-].[Na+].[S:6]1[C:10]2[CH:11]=[CH:12][CH:13]=[CH:14][C:9]=2[CH:8]=[C:7]1B(O)O.Br[C:19]1[CH:24]=[CH:23][CH:22]=[CH:21][N:20]=1. The catalyst is CCCCCCCC[N+](CCCCCCCC)(CCCCCCCC)C.[Cl-].C1(C)C=CC=CC=1. The product is [S:6]1[C:7]([C:19]2[CH:24]=[CH:23][CH:22]=[CH:21][N:20]=2)=[CH:8][C:9]2[CH:14]=[CH:13][CH:12]=[CH:11][C:10]1=2. The yield is 0.760. (2) The reactants are [CH:1]([O:4][C:5](=[O:14])[C:6]1[CH:11]=[CH:10][C:9]([Br:12])=[CH:8][C:7]=1[CH3:13])([CH3:3])[CH3:2].[Br:15]N1C(=O)CCC1=O.N(C(C)(C)C#N)=NC(C)(C)C#N. The catalyst is C(Cl)(Cl)(Cl)Cl. The product is [CH:1]([O:4][C:5](=[O:14])[C:6]1[CH:11]=[CH:10][C:9]([Br:12])=[CH:8][C:7]=1[CH2:13][Br:15])([CH3:3])[CH3:2]. The yield is 0.640. (3) The reactants are [CH3:1][C:2]1[C:6]([CH2:7][N:8]2[CH:12]=[C:11]([N:13]3[C:17](=[O:18])[CH2:16][NH:15][C:14]3=[O:19])[CH:10]=[N:9]2)=[C:5]([CH3:20])[O:4][N:3]=1.[CH2:21](Br)[CH2:22][C:23]1[CH:28]=[CH:27][CH:26]=[CH:25][CH:24]=1. No catalyst specified. The yield is 0.370. The product is [CH3:1][C:2]1[C:6]([CH2:7][N:8]2[CH:12]=[C:11]([N:13]3[C:17](=[O:18])[CH2:16][N:15]([CH2:21][CH2:22][C:23]4[CH:28]=[CH:27][CH:26]=[CH:25][CH:24]=4)[C:14]3=[O:19])[CH:10]=[N:9]2)=[C:5]([CH3:20])[O:4][N:3]=1. (4) The reactants are [H-].[Na+].[NH2:3][C:4]1[CH:9]=[CH:8][CH:7]=[CH:6][C:5]=1[S:10]([CH:13]([CH3:15])[CH3:14])(=[O:12])=[O:11].[Cl:16][C:17]1[N:22]=[C:21](Cl)[CH:20]=[CH:19][N:18]=1. The catalyst is CN(C=O)C. The product is [Cl:16][C:17]1[N:22]=[C:21]([NH:3][C:4]2[CH:9]=[CH:8][CH:7]=[CH:6][C:5]=2[S:10]([CH:13]([CH3:15])[CH3:14])(=[O:12])=[O:11])[CH:20]=[CH:19][N:18]=1. The yield is 0.170.